Dataset: Full USPTO retrosynthesis dataset with 1.9M reactions from patents (1976-2016). Task: Predict the reactants needed to synthesize the given product. (1) Given the product [Cl:1][C:2]1[N:3]=[CH:4][CH:5]=[C:6]2[C:7]=1[N:8]=[C:25]([C:27]1[CH:32]=[CH:31][C:30]([C:33]3([NH:37][C:38](=[O:44])[O:39][C:40]([CH3:42])([CH3:43])[CH3:41])[CH2:34][CH2:35][CH2:36]3)=[CH:29][CH:28]=1)[C:24]([C:18]1[CH:19]=[CH:20][CH:21]=[CH:22][CH:23]=1)=[CH:16]2, predict the reactants needed to synthesize it. The reactants are: [Cl:1][C:2]1[C:7]([NH:8]C(=O)OC(C)(C)C)=[C:6]([CH:16]=O)[CH:5]=[CH:4][N:3]=1.[C:18]1([CH2:24][C:25]([C:27]2[CH:32]=[CH:31][C:30]([C:33]3([NH:37][C:38](=[O:44])[O:39][C:40]([CH3:43])([CH3:42])[CH3:41])[CH2:36][CH2:35][CH2:34]3)=[CH:29][CH:28]=2)=O)[CH:23]=[CH:22][CH:21]=[CH:20][CH:19]=1.C(=O)([O-])[O-].[K+].[K+]. (2) Given the product [CH3:12][N:13]1[CH2:18][CH2:17][N:16]([C:2]2[CH:11]=[N:10][C:9]3[C:4](=[CH:5][CH:6]=[CH:7][CH:8]=3)[N:3]=2)[CH2:15][CH2:14]1, predict the reactants needed to synthesize it. The reactants are: Cl[C:2]1[CH:11]=[N:10][C:9]2[C:4](=[CH:5][CH:6]=[CH:7][CH:8]=2)[N:3]=1.[CH3:12][N:13]1[CH2:18][CH2:17][NH:16][CH2:15][CH2:14]1. (3) Given the product [CH3:14][N:15]1[CH2:20][CH2:19][N:18]([CH2:10][CH2:9][C:7]2[CH:6]=[CH:5][C:4]([N+:11]([O-:13])=[O:12])=[C:3]([O:2][CH3:1])[CH:8]=2)[CH2:17][CH2:16]1, predict the reactants needed to synthesize it. The reactants are: [CH3:1][O:2][C:3]1[CH:8]=[C:7]([CH:9]=[CH2:10])[CH:6]=[CH:5][C:4]=1[N+:11]([O-:13])=[O:12].[CH3:14][N:15]1[CH2:20][CH2:19][NH:18][CH2:17][CH2:16]1.C1(C=CC(O)=CC=1)O. (4) Given the product [Br:10][C:11]1[N:12]=[C:13]([NH:9][C:5]2[CH:4]=[C:3]([O:2][CH3:1])[CH:8]=[CH:7][N:6]=2)[CH:14]=[C:15]([CH3:17])[CH:16]=1, predict the reactants needed to synthesize it. The reactants are: [CH3:1][O:2][C:3]1[CH:8]=[CH:7][N:6]=[C:5]([NH2:9])[CH:4]=1.[Br:10][C:11]1[CH:16]=[C:15]([CH3:17])[CH:14]=[C:13](Br)[N:12]=1.CC(C)([O-])C.[Na+].O. (5) Given the product [Br:1][C:2]1[CH:3]=[C:4](/[CH:5]=[C:20](/[N+:17]([O-:19])=[O:18])\[CH2:21][CH2:22][CH2:23][CH3:24])[CH:7]=[CH:8][C:9]=1[O:10][CH:11]1[CH2:16][CH2:15][CH2:14][CH2:13][CH2:12]1, predict the reactants needed to synthesize it. The reactants are: [Br:1][C:2]1[CH:3]=[C:4]([CH:7]=[CH:8][C:9]=1[O:10][CH:11]1[CH2:16][CH2:15][CH2:14][CH2:13][CH2:12]1)[CH:5]=O.[N+:17]([CH2:20][CH2:21][CH2:22][CH2:23][CH3:24])([O-:19])=[O:18].C(N)CCC.